From a dataset of Reaction yield outcomes from USPTO patents with 853,638 reactions. Predict the reaction yield, written as a fraction of the theoretical maximum amount of product (1.0 means a 100% yield; for example, 0.34 means a 34% yield). (1) The reactants are I.[N+:2]([C:5]1[CH:9]=[CH:8][S:7][C:6]=1[S:10]([NH2:13])(=[O:12])=[O:11])([O-])=O. The catalyst is C(OCC)(=O)C. The product is [NH2:2][C:5]1[CH:9]=[CH:8][S:7][C:6]=1[S:10]([NH2:13])(=[O:12])=[O:11]. The yield is 0.650. (2) The reactants are [Br:1][C:2]1[CH:7]=[CH:6][C:5]([NH:8][C:9]2[C:10]([C:18](O)=O)=[CH:11][N:12]([CH3:17])[C:13](=[O:16])[C:14]=2[F:15])=[C:4]([F:21])[CH:3]=1.CCN=C=NCCCN(C)C.C1C=CC2N(O)N=NC=2C=1.[NH2:43][NH:44][C:45]([NH2:47])=[S:46].CCN(CC)CC.C1C=CC(P(C2C=CC=CC=2)C2C=CC=CC=2)=CC=1.C(Cl)(Cl)(Cl)Cl. The catalyst is CN(C=O)C.[NH4+].[Cl-].C(OCC)(=O)C.CC#N.C(Cl)Cl. The product is [NH2:47][C:45]1[S:46][C:18]([C:10]2[C:9]([NH:8][C:5]3[CH:6]=[CH:7][C:2]([Br:1])=[CH:3][C:4]=3[F:21])=[C:14]([F:15])[C:13](=[O:16])[N:12]([CH3:17])[CH:11]=2)=[N:43][N:44]=1. The yield is 0.330. (3) The reactants are [F:1][C:2]1[CH:7]=[CH:6][C:5]([CH2:8][C:9](=[O:11])[CH3:10])=[CH:4][CH:3]=1.BrBr.[Cl:14][C:15]1[CH:23]=[C:22]2[C:18]([CH:19]=[N:20][N:21]2[C:24]2[CH:29]=[CH:28][C:27]([F:30])=[CH:26][CH:25]=2)=[CH:17][C:16]=1[OH:31].C(=O)([O-])[O-].[K+].[K+]. The catalyst is C(Cl)Cl.C1COCC1. The product is [Cl:14][C:15]1[CH:23]=[C:22]2[C:18]([CH:19]=[N:20][N:21]2[C:24]2[CH:25]=[CH:26][C:27]([F:30])=[CH:28][CH:29]=2)=[CH:17][C:16]=1[O:31][CH:8]([C:5]1[CH:4]=[CH:3][C:2]([F:1])=[CH:7][CH:6]=1)[C:9]([CH3:10])=[O:11]. The yield is 0.880. (4) The reactants are C(OC([N:8]([CH2:16][C:17]1[CH:24]=[CH:23][C:20]([C:21]#[N:22])=[CH:19][CH:18]=1)C(OC(C)(C)C)=O)=O)(C)(C)C. The catalyst is C(O)(C(F)(F)F)=O.ClCCl. The product is [NH2:22][CH2:21][C:20]1[CH:23]=[CH:24][C:17]([C:16]#[N:8])=[CH:18][CH:19]=1. The yield is 0.680. (5) The reactants are [OH:1][CH2:2][C@H:3]1[CH2:8][CH2:7][CH2:6][N:5]([C:9]([O:11][C:12]([CH3:15])([CH3:14])[CH3:13])=[O:10])[CH2:4]1.C(N(C(C)C)C(C)C)C.[CH3:25][S:26](Cl)(=[O:28])=[O:27]. The catalyst is ClCCl. The product is [CH3:25][S:26]([O:1][CH2:2][C@H:3]1[CH2:8][CH2:7][CH2:6][N:5]([C:9]([O:11][C:12]([CH3:15])([CH3:14])[CH3:13])=[O:10])[CH2:4]1)(=[O:28])=[O:27]. The yield is 0.940. (6) The reactants are [Br:1][C:2]1[C:15](=[O:16])[N:14]([CH3:17])[C:5]2[N:6]=[C:7](S(C)(=O)=O)[N:8]=[CH:9][C:4]=2[CH:3]=1.[CH3:18][NH2:19].C(O)C. The catalyst is CC(O)C. The product is [Br:1][C:2]1[C:15](=[O:16])[N:14]([CH3:17])[C:5]2[N:6]=[C:7]([NH:19][CH3:18])[N:8]=[CH:9][C:4]=2[CH:3]=1. The yield is 0.828. (7) The reactants are [O:1]=[C:2]([CH2:10][CH2:11][CH3:12])[C:3]([O:5][CH2:6][CH2:7][CH2:8][CH3:9])=[O:4].[Br:13]Br. The catalyst is C(Cl)(Cl)Cl. The product is [Br:13][CH:10]([CH2:11][CH3:12])[C:2](=[O:1])[C:3]([O:5][CH2:6][CH2:7][CH2:8][CH3:9])=[O:4]. The yield is 0.990. (8) The reactants are [C:1](OC(=O)C)(=[O:3])[CH3:2].[OH:8][C:9]1[CH:17]=[CH:16][C:12]([C:13]([OH:15])=[O:14])=[CH:11][C:10]=1[CH2:18][CH:19]=[C:20]([CH3:22])[CH3:21].O.Cl. The catalyst is N1C=CC=CC=1. The product is [C:1]([O:8][C:9]1[CH:17]=[CH:16][C:12]([C:13]([OH:15])=[O:14])=[CH:11][C:10]=1[CH2:18][CH:19]=[C:20]([CH3:22])[CH3:21])(=[O:3])[CH3:2]. The yield is 0.510. (9) The reactants are [NH:1]1[CH:5]=[CH:4][N:3]=[C:2]1[CH:6]=[O:7].C(=O)([O-])[O-].[K+].[K+].Br[CH2:15][C:16]1[CH:21]=[CH:20][CH:19]=[CH:18][CH:17]=1. The catalyst is C(#N)C. The product is [CH2:15]([N:1]1[CH:5]=[CH:4][N:3]=[C:2]1[CH:6]=[O:7])[C:16]1[CH:21]=[CH:20][CH:19]=[CH:18][CH:17]=1. The yield is 0.950.